This data is from Forward reaction prediction with 1.9M reactions from USPTO patents (1976-2016). The task is: Predict the product of the given reaction. (1) Given the reactants Br[C:2]1[CH:7]=[CH:6][C:5]([S:8]([N:11]2[CH2:16][CH2:15][O:14][CH2:13][CH2:12]2)(=[O:10])=[O:9])=[CH:4][CH:3]=1.[CH3:17][C:18]1([CH3:34])[C:22]([CH3:24])([CH3:23])[O:21][B:20]([B:20]2[O:21][C:22]([CH3:24])([CH3:23])[C:18]([CH3:34])([CH3:17])[O:19]2)[O:19]1.C([O-])(=O)C.[K+], predict the reaction product. The product is: [CH3:17][C:18]1([CH3:34])[C:22]([CH3:24])([CH3:23])[O:21][B:20]([C:2]2[CH:7]=[CH:6][C:5]([S:8]([N:11]3[CH2:16][CH2:15][O:14][CH2:13][CH2:12]3)(=[O:10])=[O:9])=[CH:4][CH:3]=2)[O:19]1. (2) Given the reactants [NH2:1][C:2]1[C:3]([C:9]([NH:11][C:12]2[CH:13]=[N:14][CH:15]=[CH:16][C:17]=2[N:18]2[CH2:23][CH2:22][CH2:21][CH:20]([NH2:24])[CH2:19]2)=[O:10])=[N:4][C:5]([Br:8])=[CH:6][N:7]=1.[CH3:25][N:26]1[CH2:31][CH2:30][C:29](=O)[CH2:28][CH2:27]1.C(O[BH-](OC(=O)C)OC(=O)C)(=O)C.[Na+], predict the reaction product. The product is: [NH2:1][C:2]1[C:3]([C:9]([NH:11][C:12]2[CH:13]=[N:14][CH:15]=[CH:16][C:17]=2[N:18]2[CH2:23][CH2:22][CH2:21][CH:20]([NH:24][CH:29]3[CH2:30][CH2:31][N:26]([CH3:25])[CH2:27][CH2:28]3)[CH2:19]2)=[O:10])=[N:4][C:5]([Br:8])=[CH:6][N:7]=1. (3) Given the reactants FC(F)(F)S(O[C:7]1[N:8]=[C:9]2[CH:17]=[C:16]([CH2:18][CH2:19][C:20]3[S:21][CH:22]=[C:23]([CH:25]([CH3:27])[CH3:26])[N:24]=3)[CH:15]=[CH:14][N:10]2[C:11](=[O:13])[CH:12]=1)(=O)=O.B1([C:36]2[CH:41]=[CH:40][CH:39]=[N:38][CH:37]=2)OCCCO1.[Br-].[K+].C(=O)([O-])[O-].[K+].[K+], predict the reaction product. The product is: [CH:25]([C:23]1[N:24]=[C:20]([CH2:19][CH2:18][C:16]2[CH:15]=[CH:14][N:10]3[C:11](=[O:13])[CH:12]=[C:7]([C:36]4[CH:37]=[N:38][CH:39]=[CH:40][CH:41]=4)[N:8]=[C:9]3[CH:17]=2)[S:21][CH:22]=1)([CH3:27])[CH3:26]. (4) Given the reactants [NH:1]([C:8]([O:10][C:11]([CH3:14])([CH3:13])[CH3:12])=[O:9])[C@H:2]([C:5]([OH:7])=O)[CH2:3][OH:4].CN(C(ON1N=NC2C=CC=NC1=2)=[N+](C)C)C.F[P-](F)(F)(F)(F)F.[F:39][C:40]([F:70])([F:69])[C:41]1[CH:46]=[CH:45][C:44]([NH:47][C:48](=[O:68])[O:49][CH2:50][C:51]2([C:57](=[O:67])[NH:58][CH2:59][C:60]3[CH:65]=[CH:64][CH:63]=[CH:62][C:61]=3[Cl:66])[CH2:56][CH2:55][NH:54][CH2:53][CH2:52]2)=[CH:43][CH:42]=1.CCN(C(C)C)C(C)C, predict the reaction product. The product is: [F:70][C:40]([F:39])([F:69])[C:41]1[CH:46]=[CH:45][C:44]([NH:47][C:48](=[O:68])[O:49][CH2:50][C:51]2([C:57](=[O:67])[NH:58][CH2:59][C:60]3[CH:65]=[CH:64][CH:63]=[CH:62][C:61]=3[Cl:66])[CH2:52][CH2:53][N:54]([C:5](=[O:7])[C@@H:2]([NH:1][C:8]([O:10][C:11]([CH3:14])([CH3:13])[CH3:12])=[O:9])[CH2:3][OH:4])[CH2:55][CH2:56]2)=[CH:43][CH:42]=1. (5) Given the reactants Cl.[C:2]1([C:12]([N:14]2[CH2:19][CH2:18][NH:17][CH2:16][CH2:15]2)=[O:13])[C:11]2[C:6](=[CH:7][CH:8]=[CH:9][CH:10]=2)[CH:5]=[CH:4][CH:3]=1.C[O:21][C:22]1C=CC=C[C:23]=1N1CCN(CCO)CC1, predict the reaction product. The product is: [C:2]1([C:12]([N:14]2[CH2:19][CH2:18][N:17]([CH2:23][CH2:22][OH:21])[CH2:16][CH2:15]2)=[O:13])[C:11]2[C:6](=[CH:7][CH:8]=[CH:9][CH:10]=2)[CH:5]=[CH:4][CH:3]=1.